This data is from Full USPTO retrosynthesis dataset with 1.9M reactions from patents (1976-2016). The task is: Predict the reactants needed to synthesize the given product. (1) Given the product [CH:16]1([NH:19][CH:10]([C:3]2[N:4]([CH3:9])[CH:5]=[CH:6][C:7](=[O:8])[C:2]=2[OH:1])[C:11]([F:14])([F:13])[F:12])[CH2:18][CH2:17]1, predict the reactants needed to synthesize it. The reactants are: [OH:1][C:2]1[C:7](=[O:8])[CH:6]=[CH:5][N:4]([CH3:9])[C:3]=1[CH:10](O)[C:11]([F:14])([F:13])[F:12].[CH:16]1([NH2:19])[CH2:18][CH2:17]1. (2) Given the product [C:46]([O:40][CH2:39][C@H:34]1[CH2:35][CH2:36][C:37](=[O:38])[N:33]1[C:4]1[CH:3]=[C:2]([F:1])[CH:32]=[CH:31][C:5]=1[CH2:6][NH:7][C:8]([C:10]1[N:11]=[C:12]2[N:17]([C:18](=[O:28])[C:19]=1[O:20][CH2:21][C:22]1[CH:27]=[CH:26][CH:25]=[CH:24][CH:23]=1)[CH2:16][CH2:15][O:14][C:13]2([CH3:30])[CH3:29])=[O:9])(=[O:50])[CH3:47], predict the reactants needed to synthesize it. The reactants are: [F:1][C:2]1[CH:32]=[CH:31][C:5]([CH2:6][NH:7][C:8]([C:10]2[N:11]=[C:12]3[N:17]([C:18](=[O:28])[C:19]=2[O:20][CH2:21][C:22]2[CH:27]=[CH:26][CH:25]=[CH:24][CH:23]=2)[CH2:16][CH2:15][O:14][C:13]3([CH3:30])[CH3:29])=[O:9])=[C:4]([N:33]2[C:37](=[O:38])[CH2:36][CH2:35][C@@H:34]2[CH2:39][OH:40])[CH:3]=1.C(N([CH2:46][CH3:47])CC)C.CS(Cl)(=O)=[O:50].O.